Dataset: Reaction yield outcomes from USPTO patents with 853,638 reactions. Task: Predict the reaction yield, written as a fraction of the theoretical maximum amount of product (1.0 means a 100% yield; for example, 0.34 means a 34% yield). The reactants are [F:8][C:7]([F:10])([F:9])[C:6](O[C:6](=[O:11])[C:7]([F:10])([F:9])[F:8])=[O:11].[Cl:14][C:15]1[N:20]=[CH:19][C:18]([CH2:21][NH:22][CH:23]2[CH2:28][CH2:27][CH2:26][CH2:25][CH2:24]2)=[CH:17][CH:16]=1.C(N(CC)CC)C. The catalyst is C(Cl)Cl. The product is [Cl:14][C:15]1[N:20]=[CH:19][C:18]([CH2:21][N:22]([CH:23]2[CH2:24][CH2:25][CH2:26][CH2:27][CH2:28]2)[C:6](=[O:11])[C:7]([F:8])([F:9])[F:10])=[CH:17][CH:16]=1. The yield is 0.910.